From a dataset of Peptide-MHC class I binding affinity with 185,985 pairs from IEDB/IMGT. Regression. Given a peptide amino acid sequence and an MHC pseudo amino acid sequence, predict their binding affinity value. This is MHC class I binding data. (1) The peptide sequence is HVDIPLQAY. The MHC is HLA-B07:02 with pseudo-sequence HLA-B07:02. The binding affinity (normalized) is 0.0847. (2) The peptide sequence is SFNPETNIL. The MHC is HLA-A24:02 with pseudo-sequence HLA-A24:02. The binding affinity (normalized) is 0.400. (3) The peptide sequence is LNFRFENV. The MHC is H-2-Kb with pseudo-sequence H-2-Kb. The binding affinity (normalized) is 0.956. (4) The peptide sequence is KSAGFPFNK. The MHC is HLA-A31:01 with pseudo-sequence HLA-A31:01. The binding affinity (normalized) is 0.680. (5) The peptide sequence is LPRYFPTAL. The MHC is HLA-B07:02 with pseudo-sequence HLA-B07:02. The binding affinity (normalized) is 0.808. (6) The MHC is Mamu-A11 with pseudo-sequence Mamu-A11. The binding affinity (normalized) is 0. The peptide sequence is ATPYDINQML. (7) The MHC is Patr-A0101 with pseudo-sequence Patr-A0101. The peptide sequence is SFPWLLGCAA. The binding affinity (normalized) is 0.0911. (8) The peptide sequence is EEHKETWHY. The MHC is HLA-B44:03 with pseudo-sequence HLA-B44:03. The binding affinity (normalized) is 0.738. (9) The MHC is HLA-B15:01 with pseudo-sequence HLA-B15:01. The peptide sequence is NSDPNTPDK. The binding affinity (normalized) is 0.0847.